Dataset: TCR-epitope binding with 47,182 pairs between 192 epitopes and 23,139 TCRs. Task: Binary Classification. Given a T-cell receptor sequence (or CDR3 region) and an epitope sequence, predict whether binding occurs between them. (1) The epitope is EEHVQIHTI. The TCR CDR3 sequence is CASSLGEKLFF. Result: 0 (the TCR does not bind to the epitope). (2) The epitope is YEGNSPFHPL. The TCR CDR3 sequence is CASSLDPMDAEAFF. Result: 1 (the TCR binds to the epitope). (3) The epitope is DPFRLLQNSQVFS. The TCR CDR3 sequence is CASSTGQVRLQPQHF. Result: 1 (the TCR binds to the epitope). (4) The epitope is WICLLQFAY. The TCR CDR3 sequence is CASSLGQGFGNQPQHF. Result: 1 (the TCR binds to the epitope). (5) The epitope is PROT_97E67BCC. The TCR CDR3 sequence is CASSEKASGVDEQFF. Result: 1 (the TCR binds to the epitope). (6) Result: 1 (the TCR binds to the epitope). The TCR CDR3 sequence is CASSYGDATEAFF. The epitope is ELAGIGILTV. (7) The epitope is KLGGALQAK. The TCR CDR3 sequence is CASSLASGFSGNTIYF. Result: 1 (the TCR binds to the epitope). (8) The epitope is EEHVQIHTI. The TCR CDR3 sequence is CASSPTPGHSNYGYTF. Result: 0 (the TCR does not bind to the epitope). (9) The epitope is ILHCANFNV. The TCR CDR3 sequence is CASSLEGNIQYF. Result: 1 (the TCR binds to the epitope). (10) The epitope is GLCTLVAML. The TCR CDR3 sequence is CSARIGVGNAIYF. Result: 1 (the TCR binds to the epitope).